Dataset: Full USPTO retrosynthesis dataset with 1.9M reactions from patents (1976-2016). Task: Predict the reactants needed to synthesize the given product. (1) Given the product [NH2:2][C:3](=[O:34])[C:4]([NH:7][C:8](=[O:33])[C:9]1[CH:14]=[CH:13][CH:12]=[C:11]([C:15]2[C:24]3[C:19](=[CH:20][C:21]([O:30][CH2:42][CH2:43][F:44])=[C:22]4[O:27][C:26]([CH3:28])([CH3:29])[CH2:25][C:23]4=3)[CH2:18][C:17]([CH3:32])([CH3:31])[N:16]=2)[CH:10]=1)([CH3:6])[CH3:5], predict the reactants needed to synthesize it. The reactants are: Cl.[NH2:2][C:3](=[O:34])[C:4]([NH:7][C:8](=[O:33])[C:9]1[CH:14]=[CH:13][CH:12]=[C:11]([C:15]2[C:24]3[C:19](=[CH:20][C:21]([OH:30])=[C:22]4[O:27][C:26]([CH3:29])([CH3:28])[CH2:25][C:23]4=3)[CH2:18][C:17]([CH3:32])([CH3:31])[N:16]=2)[CH:10]=1)([CH3:6])[CH3:5].C(=O)([O-])[O-].[K+].[K+].Br[CH2:42][CH2:43][F:44]. (2) Given the product [Cl:1][C:2]1[CH:3]=[CH:4][C:5]2[C:6]3[C:11]([CH:12]([CH3:26])[N:13]([C:16]([C:17]4[CH:18]=[CH:19][C:20]([OH:23])=[CH:21][CH:22]=4)=[O:25])[C:14]=2[CH:15]=1)=[CH:10][CH:9]=[CH:8][CH:7]=3, predict the reactants needed to synthesize it. The reactants are: [Cl:1][C:2]1[CH:3]=[CH:4][C:5]2[C:6]3[C:11]([CH:12]([CH3:26])[N:13]([C:16](=[O:25])[C:17]4[CH:22]=[CH:21][C:20]([O:23]C)=[CH:19][CH:18]=4)[C:14]=2[CH:15]=1)=[CH:10][CH:9]=[CH:8][CH:7]=3.ClC1C=CC(C2C=CC=CC=2C(NC(=O)C2C=CC(OC)=CC=2)C)=C(F)C=1.C[Si]([N-][Si](C)(C)C)(C)C.[Li+]. (3) Given the product [Cl:12][C:13]1[N:18]=[C:17]([CH3:19])[C:16]([O:20][CH2:21][C@@:22]2([C:27]3[CH:32]=[CH:31][CH:30]=[C:29]([F:33])[CH:28]=3)[CH2:24][C@H:23]2[C:25]([OH:35])=[O:26])=[CH:15][N:14]=1, predict the reactants needed to synthesize it. The reactants are: CC(=CC)C.P([O-])(O)(O)=O.[Na+].[Cl:12][C:13]1[N:18]=[C:17]([CH3:19])[C:16]([O:20][CH2:21][C@@:22]2([C:27]3[CH:32]=[CH:31][CH:30]=[C:29]([F:33])[CH:28]=3)[CH2:24][C@H:23]2[CH:25]=[O:26])=[CH:15][N:14]=1.Cl([O-])=[O:35].[Na+]. (4) Given the product [CH3:10][O:9][C:5]1[N:4]=[C:3]([CH3:11])[C:2]([C:12]#[N:13])=[C:7]([CH3:8])[CH:6]=1, predict the reactants needed to synthesize it. The reactants are: Br[C:2]1[C:3]([CH3:11])=[N:4][C:5]([O:9][CH3:10])=[CH:6][C:7]=1[CH3:8].[CH3:12][N:13](C)C=O.C([Cu])#N. (5) Given the product [NH2:2][C:1]1[N:23]([C:20]2[CH:21]=[CH:22][C:17]([F:16])=[CH:18][CH:19]=2)[N:24]=[C:9]([CH2:10][CH3:11])[C:3]=1[C:4]([O:6][CH2:7][CH3:8])=[O:5], predict the reactants needed to synthesize it. The reactants are: [C:1]([C:3](=[C:9](OCC)[CH2:10][CH3:11])[C:4]([O:6][CH2:7][CH3:8])=[O:5])#[N:2].Cl.[F:16][C:17]1[CH:22]=[CH:21][C:20]([NH:23][NH2:24])=[CH:19][CH:18]=1.C(N(CC)CC)C. (6) Given the product [O:1]=[C:2]1[C:11]2[C:6](=[CH:7][CH:8]=[CH:9][CH:10]=2)[C:5](=[CH:12][NH:13][CH2:14][C:15]2[CH:20]=[CH:19][C:18]([S:21]([NH:24][CH2:26][CH3:27])(=[O:22])=[O:23])=[CH:17][CH:16]=2)[C:4](=[O:25])[NH:3]1, predict the reactants needed to synthesize it. The reactants are: [O:1]=[C:2]1[C:11]2[C:6](=[CH:7][CH:8]=[CH:9][CH:10]=2)[C:5](=[CH:12][NH:13][CH2:14][C:15]2[CH:20]=[CH:19][C:18]([S:21]([NH2:24])(=[O:23])=[O:22])=[CH:17][CH:16]=2)[C:4](=[O:25])[NH:3]1.[CH:26](=O)[CH3:27].[BH4-].[Na+]. (7) Given the product [F:1][C:2]([F:34])([F:33])[C:3]1[CH:4]=[C:5]([C@H:13]2[O:17][C:16](=[O:18])[N:15]([CH2:19][C:20]3[C:25]([C:40]4[C:41]([O:44][CH3:45])=[N:42][CH:43]=[C:38]([CH:35]([CH3:37])[CH3:36])[CH:39]=4)=[CH:24][N:23]=[C:22]([N:27]4[CH2:30][CH:29]([F:31])[CH2:28]4)[N:21]=3)[C@H:14]2[CH3:32])[CH:6]=[C:7]([C:9]([F:12])([F:11])[F:10])[CH:8]=1, predict the reactants needed to synthesize it. The reactants are: [F:1][C:2]([F:34])([F:33])[C:3]1[CH:4]=[C:5]([C@H:13]2[O:17][C:16](=[O:18])[N:15]([CH2:19][C:20]3[C:25](Br)=[CH:24][N:23]=[C:22]([N:27]4[CH2:30][CH:29]([F:31])[CH2:28]4)[N:21]=3)[C@H:14]2[CH3:32])[CH:6]=[C:7]([C:9]([F:12])([F:11])[F:10])[CH:8]=1.[CH:35]([C:38]1[CH:39]=[C:40](B(O)O)[C:41]([O:44][CH3:45])=[N:42][CH:43]=1)([CH3:37])[CH3:36].C([O-])([O-])=O.[K+].[K+]. (8) Given the product [CH2:28]([CH:26]1[CH2:27][CH:25]1[CH2:24][CH:22]1[CH2:23][CH:21]1[CH2:20][CH2:19][CH2:18][CH2:17][CH2:16][CH2:15][CH2:14][C:13]([O:12][CH2:11][C@H:10]([CH2:9][OH:8])[O:34][C:35](=[O:55])[CH2:36][CH2:37][CH2:38][CH2:39][CH2:40][CH2:41][CH2:42][CH:43]1[CH2:45][CH:44]1[CH2:46][CH:47]1[CH2:49][CH:48]1[CH2:50][CH2:51][CH2:52][CH2:53][CH3:54])=[O:33])[CH2:29][CH2:30][CH2:31][CH3:32], predict the reactants needed to synthesize it. The reactants are: C([O:8][CH2:9][C@H:10]([O:34][C:35](=[O:55])[CH2:36][CH2:37][CH2:38][CH2:39][CH2:40][CH2:41][CH2:42][CH:43]1[CH2:45][CH:44]1[CH2:46][CH:47]1[CH2:49][CH:48]1[CH2:50][CH2:51][CH2:52][CH2:53][CH3:54])[CH2:11][O:12][C:13](=[O:33])[CH2:14][CH2:15][CH2:16][CH2:17][CH2:18][CH2:19][CH2:20][CH:21]1[CH2:23][CH:22]1[CH2:24][CH:25]1[CH2:27][CH:26]1[CH2:28][CH2:29][CH2:30][CH2:31][CH3:32])C1C=CC=CC=1. (9) Given the product [NH2:8][C@@:9]([CH3:20])([CH2:13][CH:14]1[CH2:19][CH2:18][CH2:17][CH2:16][CH2:15]1)[C:10]([OH:12])=[O:11], predict the reactants needed to synthesize it. The reactants are: C(OC([NH:8][C@@:9]([CH3:20])([CH2:13][C:14]1[CH:19]=[CH:18][CH:17]=[CH:16][CH:15]=1)[C:10]([OH:12])=[O:11])=O)(C)(C)C.